Dataset: Reaction yield outcomes from USPTO patents with 853,638 reactions. Task: Predict the reaction yield, written as a fraction of the theoretical maximum amount of product (1.0 means a 100% yield; for example, 0.34 means a 34% yield). (1) The reactants are [C:1]([O:4][C:5]1[S:13][C:12]2[CH2:11][CH2:10][N:9]([CH:14]([C:22]([CH:24]3[CH2:26][CH2:25]3)=[O:23])[C:15]3[CH:20]=[CH:19][CH:18]=[CH:17][C:16]=3[F:21])[CH2:8][C:7]=2[CH:6]=1)(=[O:3])[CH3:2].[S:27](=[O:31])(=[O:30])([OH:29])[OH:28]. The catalyst is C(OCC)C. The product is [S:27](=[O:29])(=[O:28])([OH:31])[OH:30].[C:1]([O:4][C:5]1[S:13][C:12]2[CH2:11][CH2:10][N:9]([CH:14]([C:22]([CH:24]3[CH2:26][CH2:25]3)=[O:23])[C:15]3[CH:20]=[CH:19][CH:18]=[CH:17][C:16]=3[F:21])[CH2:8][C:7]=2[CH:6]=1)(=[O:3])[CH3:2]. The yield is 0.704. (2) The reactants are [Na+].[Cl-].[CH3:3][C:4]([O-:6])=[O:5].[Na+].[NH2:8][C:9]1[CH:13]=[CH:12][NH:11][N:10]=1.Cl.[NH:15]=[CH:16][C:17](OC)=O. The catalyst is CC#N. The product is [C:4]([OH:6])(=[O:5])[CH3:3].[NH:11]1[CH:12]=[CH:13][C:9]([NH:8][C:16](=[NH:15])[CH3:17])=[N:10]1. The yield is 0.920. (3) The reactants are O=[C:2]1[CH2:7][CH2:6][N:5]([C:8]2[CH:13]=[CH:12][C:11]([N:14]3[CH2:18][C@H:17]([CH2:19][NH:20][C:21](=[O:23])[CH3:22])[O:16][C:15]3=[O:24])=[CH:10][C:9]=2[F:25])[CH2:4][CH2:3]1.[C-:26]#[N:27].[Na+].[C:29]([C:31]1[CH:37]=[CH:36][CH:35]=[CH:34][C:32]=1[NH2:33])#[N:30]. No catalyst specified. The product is [C:29]([C:31]1[CH:37]=[CH:36][CH:35]=[CH:34][C:32]=1[NH:33][C:2]1([C:26]#[N:27])[CH2:3][CH2:4][N:5]([C:8]2[CH:13]=[CH:12][C:11]([N:14]3[CH2:18][C@H:17]([CH2:19][NH:20][C:21](=[O:23])[CH3:22])[O:16][C:15]3=[O:24])=[CH:10][C:9]=2[F:25])[CH2:6][CH2:7]1)#[N:30]. The yield is 0.470. (4) The reactants are [OH:1][C:2]1[CH:7]=[C:6]([CH3:8])[C:5]([C:9]2[CH:14]=[CH:13][CH:12]=[C:11]([C:15]([O:17][CH3:18])=[O:16])[C:10]=2[CH3:19])=[C:4]([CH3:20])[CH:3]=1.CC1C=CC(S(O[CH2:32][CH2:33][CH2:34][S:35]([CH3:38])(=[O:37])=[O:36])(=O)=O)=CC=1.C(=O)([O-])[O-].[K+].[K+].O. The catalyst is CN(C)C=O. The product is [CH3:19][C:10]1[C:11]([C:15]([O:17][CH3:18])=[O:16])=[CH:12][CH:13]=[CH:14][C:9]=1[C:5]1[C:4]([CH3:20])=[CH:3][C:2]([O:1][CH2:32][CH2:33][CH2:34][S:35]([CH3:38])(=[O:37])=[O:36])=[CH:7][C:6]=1[CH3:8]. The yield is 0.890. (5) The catalyst is C(O)C.[Ni]. The reactants are [CH:1]1[C:14]2[C:5](=[CH:6][C:7]3[C:12]([C:13]=2[CH2:15][C:16]#[N:17])=[CH:11][CH:10]=[CH:9][CH:8]=3)[CH:4]=[CH:3][CH:2]=1.[NH4+].[OH-].N. The product is [CH:11]1[C:12]2[C:7](=[CH:6][C:5]3[C:14]([C:13]=2[CH2:15][CH2:16][NH2:17])=[CH:1][CH:2]=[CH:3][CH:4]=3)[CH:8]=[CH:9][CH:10]=1. The yield is 0.850.